From a dataset of Reaction yield outcomes from USPTO patents with 853,638 reactions. Predict the reaction yield, written as a fraction of the theoretical maximum amount of product (1.0 means a 100% yield; for example, 0.34 means a 34% yield). (1) The reactants are [OH:1][C:2]12[C:13]3[C:8](=[C:9]([N+:14]([O-])=O)[CH:10]=[CH:11][CH:12]=3)[C:7](=[O:17])[C:6]1([NH:18][C:19]([C:21]1[O:22][C:23]3[CH:30]=[CH:29][CH:28]=[CH:27][C:24]=3[C:25]=1[CH3:26])=[O:20])[C:5]1[CH:31]=[CH:32][C:33]([CH:35]([CH3:37])[CH3:36])=[CH:34][C:4]=1[O:3]2.C(O)C. The catalyst is Cl.[Fe].O. The product is [NH2:14][C:9]1[CH:10]=[CH:11][CH:12]=[C:13]2[C:8]=1[C:7](=[O:17])[C:6]1([NH:18][C:19]([C:21]3[O:22][C:23]4[CH:30]=[CH:29][CH:28]=[CH:27][C:24]=4[C:25]=3[CH3:26])=[O:20])[C:5]3[CH:31]=[CH:32][C:33]([CH:35]([CH3:37])[CH3:36])=[CH:34][C:4]=3[O:3][C:2]12[OH:1]. The yield is 0.860. (2) The reactants are [CH2:1]1[C:5]2([CH2:10][CH2:9][CH:8]([O:11][C:12]3[CH:13]=[C:14]4[C:19](=[CH:20][CH:21]=3)[CH:18]=[C:17]([CH2:22][OH:23])[CH:16]=[CH:15]4)[CH2:7][CH2:6]2)[CH2:4][CH2:3][CH2:2]1.C(Cl)Cl.CC(OI1(OC(C)=O)(OC(C)=O)OC(=O)C2C=CC=CC1=2)=O. No catalyst specified. The product is [CH2:4]1[C:5]2([CH2:10][CH2:9][CH:8]([O:11][C:12]3[CH:13]=[C:14]4[C:19](=[CH:20][CH:21]=3)[CH:18]=[C:17]([CH:22]=[O:23])[CH:16]=[CH:15]4)[CH2:7][CH2:6]2)[CH2:1][CH2:2][CH2:3]1. The yield is 1.00.